This data is from Full USPTO retrosynthesis dataset with 1.9M reactions from patents (1976-2016). The task is: Predict the reactants needed to synthesize the given product. (1) Given the product [CH3:14][C:15]1[CH:23]=[CH:22][C:18]([C:19]([NH:1][C@H:2]([C:5]([OH:7])=[O:6])[CH2:3][OH:4])=[O:20])=[CH:17][CH:16]=1, predict the reactants needed to synthesize it. The reactants are: [NH2:1][C@H:2]([C:5]([OH:7])=[O:6])[CH2:3][OH:4].C(=O)([O-])[O-].[K+].[K+].[CH3:14][C:15]1[CH:23]=[CH:22][C:18]([C:19](Cl)=[O:20])=[CH:17][CH:16]=1.Cl. (2) Given the product [NH2:18][C:15]1[CH:16]=[CH:17][C:12]([CH2:11][C:9]2[CH:8]=[CH:7][N:6]=[C:5]3[NH:4][CH:3]=[C:2]([C:36]#[N:37])[C:10]=23)=[C:13]([F:25])[CH:14]=1, predict the reactants needed to synthesize it. The reactants are: Br[C:2]1[C:10]2[C:5](=[N:6][CH:7]=[CH:8][C:9]=2[CH2:11][C:12]2[CH:17]=[CH:16][C:15]([NH:18]C(=O)C(F)(F)F)=[CH:14][C:13]=2[F:25])[N:4](S(C2C=CC(C)=CC=2)(=O)=O)[CH:3]=1.[CH3:36][N:37](C=O)C.O.[OH-].[Li+]. (3) Given the product [CH3:21][O:3][C:2]([C:4]1[CH:9]=[CH:8][C:7]([C:10]([F:11])([F:12])[F:13])=[CH:6][CH:5]=1)([O:15][CH3:14])[CH3:1], predict the reactants needed to synthesize it. The reactants are: [CH3:1][C:2]([C:4]1[CH:9]=[CH:8][C:7]([C:10]([F:13])([F:12])[F:11])=[CH:6][CH:5]=1)=[O:3].[CH:14](OC)(OC)[O:15]C.[CH3:21]O. (4) Given the product [C:41]([O:43][C@@H:27]([CH2:28][CH2:29][C:30]1[CH:31]=[CH:32][CH:33]=[CH:34][CH:35]=1)[CH2:26][CH2:25][C@H:8]1[C@H:7]([OH:6])[CH2:12][C@H:10]([OH:11])[C@@H:9]1[CH2:13]/[CH:14]=[CH:15]\[CH2:16][CH2:17][CH2:18][C:19]([O:21][CH:22]([CH3:24])[CH3:23])=[O:20])(=[O:42])[CH2:40][CH2:39][C:38]([O:44][CH2:45][CH:46]([CH2:47][C:48]#[CH:49])[CH2:50][C:51]#[CH:52])=[O:37], predict the reactants needed to synthesize it. The reactants are: C(B1[O:11][C@H:10]2[CH2:12][C@H:7]([C@H:8]([CH2:25][CH2:26][C@@H:27](O)[CH2:28][CH2:29][C:30]3[CH:35]=[CH:34][CH:33]=[CH:32][CH:31]=3)[C@H:9]2[CH2:13]/[CH:14]=[CH:15]\[CH2:16][CH2:17][CH2:18][C:19]([O:21][CH:22]([CH3:24])[CH3:23])=[O:20])[O:6]1)CCC.[O:37]=[C:38]([O:44][CH2:45][CH:46]([CH2:50][C:51]#[CH:52])[CH2:47][C:48]#[CH:49])[CH2:39][CH2:40][C:41]([OH:43])=[O:42].C1CCC(N=C=NC2CCCCC2)CC1. (5) The reactants are: C(OC([N:7]1[C:13]2[CH:14]=[C:15]([O:20][CH3:21])[C:16]([O:18][CH3:19])=[CH:17][C:12]=2[C:11](=[O:22])[N:10]2[CH:23]=[C:24]([CH2:26][C:27]([O:29][CH3:30])=[O:28])[CH2:25][C@H:9]2[C@@H:8]1O)=O)C=C.C1(P(C2C=CC=CC=2)C2C=CC=CC=2)C=CC=CC=1.N1CCCC1.C(Cl)(Cl)Cl.CO. Given the product [CH3:19][O:18][C:16]1[C:15]([O:20][CH3:21])=[CH:14][C:13]2[N:7]=[CH:8][C@@H:9]3[CH2:25][CH:24]([CH2:26][C:27]([O:29][CH3:30])=[O:28])[CH2:23][N:10]3[C:11](=[O:22])[C:12]=2[CH:17]=1, predict the reactants needed to synthesize it. (6) Given the product [CH3:11][O:12][C:13]1[CH:20]=[CH:19][C:18]([O:21][CH3:22])=[CH:17][C:14]=1[CH2:15][NH:16][C:8]([C:6]1[CH:5]=[CH:4][CH:3]=[C:2]([Br:1])[N:7]=1)=[O:10], predict the reactants needed to synthesize it. The reactants are: [Br:1][C:2]1[N:7]=[C:6]([C:8]([OH:10])=O)[CH:5]=[CH:4][CH:3]=1.[CH3:11][O:12][C:13]1[CH:20]=[CH:19][C:18]([O:21][CH3:22])=[CH:17][C:14]=1[CH2:15][NH2:16].CN(C(ON1N=NC2C=CC=CC1=2)=[N+](C)C)C.[B-](F)(F)(F)F.C(N(CC)C(C)C)(C)C.C([O-])(O)=O.[Na+].